This data is from Forward reaction prediction with 1.9M reactions from USPTO patents (1976-2016). The task is: Predict the product of the given reaction. (1) Given the reactants [NH2:1][C:2]1[N:7]=[C:6]([C:8]2[C:16]3[C:15](O)=[CH:14][CH:13]=[N:12][C:11]=3[N:10]([CH2:18][O:19][CH2:20][CH2:21][Si:22]([CH3:25])([CH3:24])[CH3:23])[CH:9]=2)[CH:5]=[CH:4][N:3]=1.C(OC(NC(=NC([O:40][C:41]([CH3:44])(C)C)=O)SC)=O)(C)(C)C.[CH3:45][N:46](C=O)[CH3:47], predict the reaction product. The product is: [CH3:45][N:46]([CH3:47])[CH2:44][CH2:41][O:40][C:14]1[CH:15]=[C:16]2[C:8]([C:6]3[CH:5]=[CH:4][N:3]=[C:2]([NH2:1])[N:7]=3)=[CH:9][N:10]([CH2:18][O:19][CH2:20][CH2:21][Si:22]([CH3:24])([CH3:23])[CH3:25])[C:11]2=[N:12][CH:13]=1. (2) Given the reactants [O:1]1[C:5]2[CH:6]=[CH:7][CH:8]=[CH:9][C:4]=2[CH:3]=[C:2]1[C:10]1[C:19]([NH:20][CH:21]([CH3:23])[CH3:22])=[N:18][C:17]2[C:12](=[CH:13][CH:14]=[C:15]([C:24]([O:26]C)=[O:25])[CH:16]=2)[N:11]=1.[OH-].[Na+].Cl, predict the reaction product. The product is: [O:1]1[C:5]2[CH:6]=[CH:7][CH:8]=[CH:9][C:4]=2[CH:3]=[C:2]1[C:10]1[C:19]([NH:20][CH:21]([CH3:23])[CH3:22])=[N:18][C:17]2[C:12](=[CH:13][CH:14]=[C:15]([C:24]([OH:26])=[O:25])[CH:16]=2)[N:11]=1. (3) Given the reactants [N:1]([C:4](=[CH:9][C:10]1[CH:15]=[CH:14][CH:13]=[CH:12][C:11]=1[O:16][CH2:17][CH3:18])[C:5]([O:7][CH3:8])=[O:6])=[N+]=[N-], predict the reaction product. The product is: [CH2:17]([O:16][C:11]1[CH:12]=[CH:13][CH:14]=[C:15]2[C:10]=1[CH:9]=[C:4]([C:5]([O:7][CH3:8])=[O:6])[NH:1]2)[CH3:18]. (4) Given the reactants [CH3:1][O:2][C:3](=[O:44])[C@@H:4]([NH:36]C(OC(C)(C)C)=O)[CH2:5][CH2:6][C:7](=[O:35])[NH:8][C:9]1[C:14]([C:15]2[O:19][N:18]=[C:17]([CH2:20][C:21]3[CH:26]=[CH:25][C:24]([CH2:27][O:28][C:29]4[CH:34]=[CH:33][CH:32]=[CH:31][N:30]=4)=[CH:23][CH:22]=3)[CH:16]=2)=[CH:13][CH:12]=[CH:11][N:10]=1.FC(F)(F)C(O)=O, predict the reaction product. The product is: [CH3:1][O:2][C:3](=[O:44])[C@@H:4]([NH2:36])[CH2:5][CH2:6][C:7](=[O:35])[NH:8][C:9]1[C:14]([C:15]2[O:19][N:18]=[C:17]([CH2:20][C:21]3[CH:26]=[CH:25][C:24]([CH2:27][O:28][C:29]4[CH:34]=[CH:33][CH:32]=[CH:31][N:30]=4)=[CH:23][CH:22]=3)[CH:16]=2)=[CH:13][CH:12]=[CH:11][N:10]=1. (5) Given the reactants [CH2:1]([O:4][C:5]1[CH:6]=[C:7]([CH:10]=[CH:11][CH:12]=1)[CH:8]=O)[CH2:2][CH3:3].[NH2:13][C:14]1[N:15]=[N:16][C:17]([CH3:20])=[CH:18][CH:19]=1.C([O:23][C:24](=O)[C:25]([OH:36])=[CH:26][C:27](=[O:35])[C:28]1[CH:33]=[CH:32][C:31]([CH3:34])=[CH:30][CH:29]=1)C, predict the reaction product. The product is: [OH:36][C:25]1[C:24](=[O:23])[N:13]([C:14]2[N:15]=[N:16][C:17]([CH3:20])=[CH:18][CH:19]=2)[CH:8]([C:7]2[CH:10]=[CH:11][CH:12]=[C:5]([O:4][CH2:1][CH2:2][CH3:3])[CH:6]=2)[C:26]=1[C:27](=[O:35])[C:28]1[CH:33]=[CH:32][C:31]([CH3:34])=[CH:30][CH:29]=1. (6) Given the reactants [C:1]([O:4][CH2:5][CH2:6][CH2:7][C:8]1[C:16]2[C:11](=[CH:12][CH:13]=[CH:14][CH:15]=2)[NH:10][C:9]=1[CH:17]1[CH2:22][CH2:21][C:20]([N:29]([CH3:31])[CH3:30])([C:23]2[CH:28]=[CH:27][CH:26]=[CH:25][CH:24]=2)[CH2:19][CH2:18]1)(=[O:3])[CH3:2].[Si]([Cl:36])(C)(C)C, predict the reaction product. The product is: [ClH:36].[C:1]([O:4][CH2:5][CH2:6][CH2:7][C:8]1[C:16]2[C:11](=[CH:12][CH:13]=[CH:14][CH:15]=2)[NH:10][C:9]=1[CH:17]1[CH2:22][CH2:21][C:20]([N:29]([CH3:31])[CH3:30])([C:23]2[CH:28]=[CH:27][CH:26]=[CH:25][CH:24]=2)[CH2:19][CH2:18]1)(=[O:3])[CH3:2]. (7) Given the reactants [CH3:1][O:2][C:3]([C:5]1[CH2:6][N:7]([C:17]([O:19]C(C)(C)C)=[O:18])[CH2:8][CH2:9][C:10]=1[C:11]1[CH:16]=[CH:15][CH:14]=[CH:13][CH:12]=1)=[O:4], predict the reaction product. The product is: [CH3:1][O:2][C:3]([C:5]1[CH2:6][N:7]([C:17]([OH:19])=[O:18])[CH2:8][CH2:9][C:10]=1[C:11]1[CH:16]=[CH:15][CH:14]=[CH:13][CH:12]=1)=[O:4]. (8) Given the reactants [CH2:1]([C:3]1[C:8](=[O:9])[NH:7][C:6]([CH3:10])=[C:5]([C:11]2[CH:12]=[N:13][CH:14]=[C:15]([C:17]([OH:19])=O)[CH:16]=2)[CH:4]=1)[CH3:2].[S:20]([C:24]1[CH:29]=[CH:28][C:27]([CH2:30][CH2:31][NH2:32])=[CH:26][CH:25]=1)(=[O:23])(=[O:22])[NH2:21], predict the reaction product. The product is: [S:20]([C:24]1[CH:25]=[CH:26][C:27]([CH2:30][CH2:31][NH:32][C:17]([C:15]2[CH:16]=[C:11]([C:5]3[CH:4]=[C:3]([CH2:1][CH3:2])[C:8](=[O:9])[NH:7][C:6]=3[CH3:10])[CH:12]=[N:13][CH:14]=2)=[O:19])=[CH:28][CH:29]=1)(=[O:22])(=[O:23])[NH2:21]. (9) Given the reactants [CH:1]1([CH2:6][C@H:7]([CH2:11][N:12]([CH:20]=[O:21])[O:13][CH:14]2[CH2:19][CH2:18][CH2:17][CH2:16][O:15]2)[C:8]([OH:10])=O)[CH2:5][CH2:4][CH2:3][CH2:2]1.[Cl:22][C:23]1[N:28]=[C:27]([NH:29][NH2:30])[C:26]([F:31])=[C:25]([N:32]2[CH2:35][C:34]([CH3:41])([N:36]3[CH2:40][CH2:39][CH2:38][CH2:37]3)[CH2:33]2)[N:24]=1.C(Cl)CCl.C1C=NC2N(O)N=NC=2C=1.CN1CCOCC1, predict the reaction product. The product is: [Cl:22][C:23]1[N:28]=[C:27]([NH:29][NH:30][C:8](=[O:10])[C@H:7]([CH2:6][CH:1]2[CH2:2][CH2:3][CH2:4][CH2:5]2)[CH2:11][N:12]([O:13][CH:14]2[CH2:19][CH2:18][CH2:17][CH2:16][O:15]2)[CH:20]=[O:21])[C:26]([F:31])=[C:25]([N:32]2[CH2:33][C:34]([CH3:41])([N:36]3[CH2:40][CH2:39][CH2:38][CH2:37]3)[CH2:35]2)[N:24]=1.